This data is from Catalyst prediction with 721,799 reactions and 888 catalyst types from USPTO. The task is: Predict which catalyst facilitates the given reaction. Reactant: [Cl-].[CH:2]1[C:11]2[C:6](=[CH:7][CH:8]=[CH:9][CH:10]=2)[CH:5]=[CH:4][C:3]=1[C:12](=[O:15])[CH2:13][NH3+:14].[C:16]1([S:22](Cl)(=[O:24])=[O:23])[CH:21]=[CH:20][CH:19]=[CH:18][CH:17]=1.CCN(CC)CC. Product: [CH:2]1[C:11]2[C:6](=[CH:7][CH:8]=[CH:9][CH:10]=2)[CH:5]=[CH:4][C:3]=1[C:12](=[O:15])[CH2:13][NH:14][S:22]([C:16]1[CH:21]=[CH:20][CH:19]=[CH:18][CH:17]=1)(=[O:24])=[O:23]. The catalyst class is: 3.